Task: Binary Classification. Given a miRNA mature sequence and a target amino acid sequence, predict their likelihood of interaction.. Dataset: Experimentally validated miRNA-target interactions with 360,000+ pairs, plus equal number of negative samples The miRNA is hsa-miR-5700 with sequence UAAUGCAUUAAAUUAUUGAAGG. The protein sequence of the target gene is MATDWLGSIVSINCGDSLGVYQGRVSAVDQVSQTISLTRPFHNGVKCLVPEVTFRAGDITELKILEIPGPGDNQHFGDLHQTELGPSGAGCQVGINQNGTGKFVKKPASSSSAPQNIPKRTDVKSQDVAVSPQQQQCSKSYVDRHMESLSQSKSFRRRHNSWSSSSRHPNQATPKKSGLKNGQMKNKDDECFGDDIEEIPDTDFDFEGNLALFDKAAVFEEIDTYERRSGTRSRGIPNERPTRYRHDENILESEPIVYRRIIVPHNVSKEFCTDSGLVVPSISYELHKKLLSVAEKHGLT.... Result: 0 (no interaction).